This data is from Reaction yield outcomes from USPTO patents with 853,638 reactions. The task is: Predict the reaction yield, written as a fraction of the theoretical maximum amount of product (1.0 means a 100% yield; for example, 0.34 means a 34% yield). (1) The reactants are [C:1]([N:9]1[CH2:22][CH2:21][C:20]2[C:19]3[CH:18]=[C:17](Br)[CH:16]=[CH:15][C:14]=3[NH:13][C:12]=2[CH2:11][CH2:10]1)(=[O:8])[C:2]1[CH:7]=[CH:6][CH:5]=[CH:4][CH:3]=1.[C:24]1(B(O)O)[CH:29]=[CH:28][CH:27]=[CH:26][CH:25]=1.CCOC(C)=O.CCCCCC. The catalyst is C(COC)OC.C(=O)([O-])[O-].[Na+].[Na+].C1C=CC([P]([Pd]([P](C2C=CC=CC=2)(C2C=CC=CC=2)C2C=CC=CC=2)([P](C2C=CC=CC=2)(C2C=CC=CC=2)C2C=CC=CC=2)[P](C2C=CC=CC=2)(C2C=CC=CC=2)C2C=CC=CC=2)(C2C=CC=CC=2)C2C=CC=CC=2)=CC=1. The product is [C:1]([N:9]1[CH2:22][CH2:21][C:20]2[C:19]3[CH:18]=[C:17]([C:24]4[CH:29]=[CH:28][CH:27]=[CH:26][CH:25]=4)[CH:16]=[CH:15][C:14]=3[NH:13][C:12]=2[CH2:11][CH2:10]1)(=[O:8])[C:2]1[CH:7]=[CH:6][CH:5]=[CH:4][CH:3]=1. The yield is 0.560. (2) The catalyst is C(Cl)Cl.CCOC(C)=O. The product is [ClH:28].[ClH:10].[Cl:28][C:29]1[CH:34]=[CH:33][C:32]([CH:35]([CH2:39][N:40]2[CH2:41][CH2:42][CH2:43][CH2:44]2)[C:36]([N:25]2[CH2:26][CH2:27][N:22]([C:20]3[C:21]4[C@H:13]([CH3:12])[CH2:14][CH2:15][C:16]=4[N:17]=[CH:18][N:19]=3)[CH2:23][CH2:24]2)=[O:37])=[CH:31][CH:30]=1. The reactants are CCN(C(C)C)C(C)C.[ClH:10].Cl.[CH3:12][C@H:13]1[C:21]2[C:20]([N:22]3[CH2:27][CH2:26][NH:25][CH2:24][CH2:23]3)=[N:19][CH:18]=[N:17][C:16]=2[CH2:15][CH2:14]1.[Cl:28][C:29]1[CH:34]=[CH:33][C:32]([CH:35]([CH2:39][N:40]2[CH2:44][CH2:43][CH2:42][CH2:41]2)[C:36](O)=[O:37])=[CH:31][CH:30]=1.F[P-](F)(F)(F)(F)F.N1(OC(N(C)C)=[N+](C)C)C2C=CC=CC=2N=N1. The yield is 0.170. (3) The reactants are [S:1]1[CH:5]=[CH:4][C:3]([C:6]([OH:8])=[O:7])=[CH:2]1.[Br:9]Br. The catalyst is C(O)(=O)C. The product is [Br:9][C:5]1[S:1][CH:2]=[C:3]([C:6]([OH:8])=[O:7])[CH:4]=1. The yield is 0.500. (4) The reactants are [F:1][C:2]1[CH:7]=[CH:6][CH:5]=[C:4]([F:8])[C:3]=1[N:9]1[C:14]2[N:15]=[C:16](S(C)=O)[N:17]=[C:18]([C:19]3[CH:20]=[C:21]([CH:28]=[CH:29][C:30]=3[CH3:31])[C:22]([NH:24][CH:25]([CH3:27])[CH3:26])=[O:23])[C:13]=2[CH2:12][NH:11][C:10]1=[O:35].[CH3:36][CH:37]([NH:39][CH2:40][CH2:41][NH2:42])[CH3:38]. The catalyst is C1COCC1. The product is [F:1][C:2]1[CH:7]=[CH:6][CH:5]=[C:4]([F:8])[C:3]=1[N:9]1[C:14]2[N:15]=[C:16]([NH:42][CH2:41][CH2:40][NH:39][CH:37]([CH3:38])[CH3:36])[N:17]=[C:18]([C:19]3[CH:20]=[C:21]([CH:28]=[CH:29][C:30]=3[CH3:31])[C:22]([NH:24][CH:25]([CH3:27])[CH3:26])=[O:23])[C:13]=2[CH2:12][NH:11][C:10]1=[O:35]. The yield is 0.710. (5) The reactants are [NH2:1][C:2]1[N:3]=[C:4]([NH:19][C:20]2[CH:25]=[CH:24][C:23]([N:26]3[CH2:31][CH2:30][N:29]([CH3:32])[CH2:28][CH2:27]3)=[CH:22][CH:21]=2)[S:5][C:6]=1[C:7]([C:9]1[CH:14]=[CH:13][C:12](Cl)=[C:11]([N+:16]([O-:18])=[O:17])[CH:10]=1)=[O:8].[CH2:33]([CH2:35][NH2:36])[OH:34].C(N(CC)C(C)C)(C)C. The catalyst is C(O)CCC. The product is [NH2:1][C:2]1[N:3]=[C:4]([NH:19][C:20]2[CH:25]=[CH:24][C:23]([N:26]3[CH2:31][CH2:30][N:29]([CH3:32])[CH2:28][CH2:27]3)=[CH:22][CH:21]=2)[S:5][C:6]=1[C:7]([C:9]1[CH:14]=[CH:13][C:12]([NH:36][CH2:35][CH2:33][OH:34])=[C:11]([N+:16]([O-:18])=[O:17])[CH:10]=1)=[O:8]. The yield is 0.280.